Dataset: Forward reaction prediction with 1.9M reactions from USPTO patents (1976-2016). Task: Predict the product of the given reaction. Given the reactants C1[C:2]([CH2:10][NH:11][C@@H:12]2[CH2:17][CH2:16][C@@H:15](O)[CH2:14][CH2:13]2)=C(N)C(Br)=CC=1Br.C1[CH:24]([NH:25]CC2C(N)=C(Br)C=C(Br)C=2)[CH2:23]CC(O)C1.Cl.O.[OH:61][CH:60]1[O:59][C@H:58]([CH2:60][OH:61])[C@@H:45]([O:61][C@@H:60]2[O:59][C@H:58]([CH2:45]O)[C@H:60]([OH:61])[C@H:45](O)[C@H:58]2[OH:59])[C@H:45](O)[C@H:58]1[OH:59].[Si](O)(O)(O)O.C([O-])(=O)CCCCCCCCCCCCCCCCC.[Mg+2].C([O-])(=O)CCCCCCCCCCCCCCCCC, predict the reaction product. The product is: [CH:15]1[CH:16]=[CH:17][C:12]([N:11]2[CH2:10][CH2:2][N:25]([CH2:45][C@H:58]([OH:59])[CH2:60][OH:61])[CH2:24][CH2:23]2)=[CH:13][CH:14]=1.